Dataset: Full USPTO retrosynthesis dataset with 1.9M reactions from patents (1976-2016). Task: Predict the reactants needed to synthesize the given product. (1) Given the product [CH2:1]([O:3][C:4](=[O:22])[CH2:5][N:6]([CH2:7][CH2:8][NH:9][S:10]([C:13]1[S:14][C:15]2[CH:21]=[CH:20][CH:19]=[CH:18][C:16]=2[N:17]=1)(=[O:12])=[O:11])[C:43](=[O:44])[CH2:42][N:37]1[CH:36]=[N:35][C:34]2[C:38]1=[N:39][CH:40]=[N:41][C:33]=2[NH:32][C:30]([O:29][CH2:28][C:27]1[CH:46]=[CH:47][C:48]([O:49][CH3:50])=[C:25]([O:24][CH3:23])[CH:26]=1)=[O:31])[CH3:2], predict the reactants needed to synthesize it. The reactants are: [CH2:1]([O:3][C:4](=[O:22])[CH2:5][NH:6][CH2:7][CH2:8][NH:9][S:10]([C:13]1[S:14][C:15]2[CH:21]=[CH:20][CH:19]=[CH:18][C:16]=2[N:17]=1)(=[O:12])=[O:11])[CH3:2].[CH3:23][O:24][C:25]1[CH:26]=[C:27]([CH:46]=[CH:47][C:48]=1[O:49][CH3:50])[CH2:28][O:29][C:30]([NH:32][C:33]1[N:41]=[CH:40][N:39]=[C:38]2[C:34]=1[N:35]=[CH:36][N:37]2[CH2:42][C:43](O)=[O:44])=[O:31]. (2) Given the product [CH2:1]([C:3]1[C:4]([CH3:9])=[N+:5]([O-:18])[CH:6]=[CH:7][CH:8]=1)[CH3:2], predict the reactants needed to synthesize it. The reactants are: [CH2:1]([C:3]1[C:4]([CH3:9])=[N:5][CH:6]=[CH:7][CH:8]=1)[CH3:2].ClC1C=CC=C(C(OO)=[O:18])C=1.C(=O)([O-])O.[Na+]. (3) Given the product [Cl:25][C:26]1[CH:27]=[C:28]([S:33][Cl:37])[CH:29]=[C:30]([Cl:32])[CH:31]=1, predict the reactants needed to synthesize it. The reactants are: C(C1C(O)=C(C(C)=C(SC2C=CC(OC)=CC=2)C=1)C(O)=O)(C)(C)C.[Cl:25][C:26]1[CH:27]=[C:28]([SH:33])[CH:29]=[C:30]([Cl:32])[CH:31]=1.S(Cl)([Cl:37])(=O)=O.ClN1C(=O)CCC1=O. (4) The reactants are: [F:1][C:2]1[C:11]([O:12][CH2:13][C@@H:14]2[CH2:16][O:15]2)=[C:10]2[C:5]([CH:6]=[CH:7][C:8]([O:17]C)=[N:9]2)=[N:4][CH:3]=1.FC(F)(F)S([O-])(=O)=O.[Yb+3].FC(F)(F)S([O-])(=O)=O.FC(F)(F)S([O-])(=O)=O. Given the product [F:1][C:2]1[CH:3]=[N:4][C:5]2[CH:6]=[CH:7][C:8](=[O:17])[N:9]3[C@H:14]([CH2:16][OH:15])[CH2:13][O:12][C:11]=1[C:10]=23, predict the reactants needed to synthesize it. (5) Given the product [CH3:1][O:2][C:3]([C:5]1[CH:6]=[C:7]([C:14]2[CH:19]=[CH:18][C:17]([CH3:20])=[CH:16][CH:15]=2)[CH:8]=[C:9]([NH2:11])[CH:10]=1)=[O:4], predict the reactants needed to synthesize it. The reactants are: [CH3:1][O:2][C:3]([C:5]1[CH:6]=[C:7]([C:14]2[CH:19]=[CH:18][C:17]([CH3:20])=[CH:16][CH:15]=2)[CH:8]=[C:9]([N+:11]([O-])=O)[CH:10]=1)=[O:4]. (6) Given the product [CH:1]1([C:6]2([CH3:15])[C:7](=[O:8])[NH:17][N:16]=[C:12]2[CH3:13])[CH2:5][CH2:4][CH2:3][CH2:2]1, predict the reactants needed to synthesize it. The reactants are: [CH:1]1([C:6]([CH3:15])([C:12](=O)[CH3:13])[C:7](OCC)=[O:8])[CH2:5][CH2:4][CH2:3][CH2:2]1.[NH2:16][NH2:17]. (7) The reactants are: [CH3:1][O:2][C:3]1[CH:4]=[C:5]([N:11]2[CH2:20][C:19]3[C:14](=[N:15][C:16](S(C)=O)=[N:17][CH:18]=3)[N:13]([CH2:24][CH3:25])[C:12]2=[O:26])[CH:6]=[C:7]([O:9][CH3:10])[CH:8]=1.[CH3:27][N:28]1[CH2:33][CH2:32][N:31]([CH2:34][CH2:35][CH2:36][NH2:37])[CH2:30][CH2:29]1. Given the product [CH3:1][O:2][C:3]1[CH:4]=[C:5]([N:11]2[CH2:20][C:19]3[C:14](=[N:15][C:16]([NH:37][CH2:36][CH2:35][CH2:34][N:31]4[CH2:30][CH2:29][N:28]([CH3:27])[CH2:33][CH2:32]4)=[N:17][CH:18]=3)[N:13]([CH2:24][CH3:25])[C:12]2=[O:26])[CH:6]=[C:7]([O:9][CH3:10])[CH:8]=1, predict the reactants needed to synthesize it. (8) Given the product [CH3:1][O:2][C:3](=[O:35])[CH2:4][CH:5]1[C:9]2[CH:10]=[CH:11][C:12]([O:14][CH:15]3[C:23]4[C:18](=[C:19]([O:25][C:26]5[CH:31]=[CH:30][C:29]([CH:36]=[CH2:37])=[CH:28][C:27]=5[C:33]#[N:34])[CH:20]=[CH:21][C:22]=4[F:24])[CH2:17][CH2:16]3)=[CH:13][C:8]=2[O:7][CH2:6]1, predict the reactants needed to synthesize it. The reactants are: [CH3:1][O:2][C:3](=[O:35])[CH2:4][C@H:5]1[C:9]2[CH:10]=[CH:11][C:12]([O:14][C@H:15]3[C:23]4[C:18](=[C:19]([O:25][C:26]5[CH:31]=[CH:30][C:29](Br)=[CH:28][C:27]=5[C:33]#[N:34])[CH:20]=[CH:21][C:22]=4[F:24])[CH2:17][CH2:16]3)=[CH:13][C:8]=2[O:7][CH2:6]1.[CH:36]([B-](F)(F)F)=[CH2:37].[K+].C([O-])([O-])=O.[Cs+].[Cs+].O.